This data is from Reaction yield outcomes from USPTO patents with 853,638 reactions. The task is: Predict the reaction yield, written as a fraction of the theoretical maximum amount of product (1.0 means a 100% yield; for example, 0.34 means a 34% yield). (1) The reactants are [CH3:1][O:2][CH2:3][CH2:4][NH2:5].[C:6]([C:8]1[CH:15]=[CH:14][C:11]([CH2:12]Br)=[CH:10][CH:9]=1)#[N:7]. The catalyst is C(#N)C. The product is [CH3:1][O:2][CH2:3][CH2:4][NH:5][CH2:12][C:11]1[CH:14]=[CH:15][C:8]([C:6]#[N:7])=[CH:9][CH:10]=1. The yield is 0.990. (2) The reactants are [I:1][C:2]1[CH:9]=[CH:8][C:5]([CH2:6]Cl)=[CH:4][CH:3]=1.[C:10]1(=[O:20])[NH:14][C:13](=[O:15])[C:12]2=[CH:16][CH:17]=[CH:18][CH:19]=[C:11]12.[K]. The catalyst is CN(C=O)C. The product is [I:1][C:2]1[CH:9]=[CH:8][C:5]([CH2:6][N:14]2[C:13](=[O:15])[C:12]3=[CH:16][CH:17]=[CH:18][CH:19]=[C:11]3[C:10]2=[O:20])=[CH:4][CH:3]=1. The yield is 0.750. (3) The reactants are [I:1][C:2]1[CH:7]=[CH:6][C:5]([OH:8])=[CH:4][CH:3]=1.[Si:9](Cl)([C:12]([CH3:15])([CH3:14])[CH3:13])([CH3:11])[CH3:10].N1C=CN=C1. The catalyst is ClCCl. The product is [C:12]([Si:9]([O:8][C:5]1[CH:6]=[CH:7][C:2]([I:1])=[CH:3][CH:4]=1)([CH3:11])[CH3:10])([CH3:15])([CH3:14])[CH3:13]. The yield is 0.940. (4) The reactants are [C:1]([O:9][CH2:10][CH3:11])(=[O:8])[CH2:2][C:3]([O:5][CH2:6][CH3:7])=[O:4].I[C:13]1[CH:14]=[CH:15][C:16]2[N:17]([N:19]=[CH:20][N:21]=2)[CH:18]=1.C1(C2C=CC=CC=2)C(O)=CC=CC=1.C([O-])([O-])=O.[Cs+].[Cs+]. The catalyst is C1COCC1.[Cu](I)I. The product is [CH2:10]([O:9][C:1](=[O:8])[CH:2]([C:13]1[CH:14]=[CH:15][C:16]2[N:17]([N:19]=[CH:20][N:21]=2)[CH:18]=1)[C:3]([O:5][CH2:6][CH3:7])=[O:4])[CH3:11]. The yield is 0.610. (5) The reactants are [Cl:1][C:2]1[N:7]=[CH:6][C:5]([C:8]2[C:13]([C:14]([F:17])([F:16])[F:15])=[CH:12][CH:11]=[CH:10][N:9]=2)=[CH:4][C:3]=1[N+:18]([O-])=O.[Cl-].[Ca+2].[Cl-]. The catalyst is C(O)C.O.[Fe]. The product is [Cl:1][C:2]1[N:7]=[CH:6][C:5]([C:8]2[C:13]([C:14]([F:15])([F:16])[F:17])=[CH:12][CH:11]=[CH:10][N:9]=2)=[CH:4][C:3]=1[NH2:18]. The yield is 0.850.